From a dataset of Reaction yield outcomes from USPTO patents with 853,638 reactions. Predict the reaction yield, written as a fraction of the theoretical maximum amount of product (1.0 means a 100% yield; for example, 0.34 means a 34% yield). (1) The product is [OH:33][NH:32][C:20](=[O:21])/[CH:19]=[CH:18]/[C:13]1[CH:14]=[CH:15][CH:16]=[CH:17][C:12]=1[C:10]([NH:9][C:5]1[CH:6]=[CH:7][CH:8]=[C:3]([C:2]([F:24])([F:23])[F:1])[CH:4]=1)=[O:11]. The catalyst is CC(N(C)C)=O. The yield is 0.0500. The reactants are [F:1][C:2]([F:24])([F:23])[C:3]1[CH:4]=[C:5]([NH:9][C:10]([C:12]2[CH:17]=[CH:16][CH:15]=[CH:14][C:13]=2/[CH:18]=[CH:19]/[C:20](O)=[O:21])=[O:11])[CH:6]=[CH:7][CH:8]=1.CN1CCOCC1.[NH2:32][OH:33].Cl. (2) The reactants are Br[C:2]1[CH:22]=[CH:21][C:5]2[N:6]=[C:7]([NH:10][CH:11]3[C:19]4[C:14](=[CH:15][C:16]([F:20])=[CH:17][CH:18]=4)[CH2:13][CH2:12]3)[O:8][CH2:9][C:4]=2[CH:3]=1.[NH2:23][C:24]1[CH:29]=[CH:28][CH:27]=[C:26]([C:30]([F:33])([F:32])[F:31])[N:25]=1. No catalyst specified. The product is [F:20][C:16]1[CH:15]=[C:14]2[C:19](=[CH:18][CH:17]=1)[CH:11]([NH:10][C:7]1[O:8][CH2:9][C:4]3[CH:3]=[C:2]([NH:23][C:24]4[CH:29]=[CH:28][CH:27]=[C:26]([C:30]([F:32])([F:31])[F:33])[N:25]=4)[CH:22]=[CH:21][C:5]=3[N:6]=1)[CH2:12][CH2:13]2. The yield is 0.410.